Dataset: Acute oral toxicity (LD50) regression data from Zhu et al.. Task: Regression/Classification. Given a drug SMILES string, predict its toxicity properties. Task type varies by dataset: regression for continuous values (e.g., LD50, hERG inhibition percentage) or binary classification for toxic/non-toxic outcomes (e.g., AMES mutagenicity, cardiotoxicity, hepatotoxicity). Dataset: ld50_zhu. (1) The drug is [O-][N+]1=NC2CC1C1C2C2(Cl)C(Cl)=C(Cl)C1(Cl)C2(Cl)Cl. The rat oral LD50 is 5.14, given as -log10 of the dose in mol/kg body weight (higher means more acutely toxic). (2) The compound is S=C(C=Cc1c[nH]cn1)N1CCOCC1. The rat oral LD50 is 2.30, given as -log10 of the dose in mol/kg body weight (higher means more acutely toxic).